This data is from Full USPTO retrosynthesis dataset with 1.9M reactions from patents (1976-2016). The task is: Predict the reactants needed to synthesize the given product. (1) Given the product [Br:1][C:2]1[CH:3]=[C:4]([CH2:8][N:14]2[C:10](=[O:20])[C:11]3[C:12](=[CH:16][CH:17]=[CH:18][CH:19]=3)[C:13]2=[O:15])[CH:5]=[N:6][CH:7]=1, predict the reactants needed to synthesize it. The reactants are: [Br:1][C:2]1[CH:3]=[C:4]([CH2:8]O)[CH:5]=[N:6][CH:7]=1.[C:10]1(=[O:20])[NH:14][C:13](=[O:15])[C:12]2=[CH:16][CH:17]=[CH:18][CH:19]=[C:11]12.C1C=CC(P(C2C=CC=CC=2)C2C=CC=CC=2)=CC=1.CCOC(/N=N/C(OCC)=O)=O. (2) Given the product [Br:32][C:10]1[S:9][C:8]([C:4]2[CH:5]=[N:6][CH:7]=[C:2]([Cl:1])[CH:3]=2)=[N:12][C:11]=1[C@@H:13]1[CH2:18][C:17]([F:19])([F:20])[CH2:16][CH2:15][C@H:14]1[C:21]([O:23][CH3:24])=[O:22], predict the reactants needed to synthesize it. The reactants are: [Cl:1][C:2]1[CH:3]=[C:4]([C:8]2[S:9][CH:10]=[C:11]([C@@H:13]3[CH2:18][C:17]([F:20])([F:19])[CH2:16][CH2:15][C@H:14]3[C:21]([O:23][CH3:24])=[O:22])[N:12]=2)[CH:5]=[N:6][CH:7]=1.C1C(=O)N([Br:32])C(=O)C1.ClCC([C@@H]1CCCC[C@H]1C(OC)=O)=O.